Dataset: Retrosynthesis with 50K atom-mapped reactions and 10 reaction types from USPTO. Task: Predict the reactants needed to synthesize the given product. (1) Given the product O=C(O)c1ccc(C(=O)N2CCCC2)cc1, predict the reactants needed to synthesize it. The reactants are: COC(=O)c1ccc(C(=O)N2CCCC2)cc1. (2) Given the product O=C1NC(Cc2ccccc2)CN1C1CCNCC1, predict the reactants needed to synthesize it. The reactants are: O=C1NC(Cc2ccccc2)CN1C1CCN(Cc2ccccc2)CC1. (3) Given the product CC(C)(C)OC(=O)N1CC(N2CC[C@H](F)C2)C1, predict the reactants needed to synthesize it. The reactants are: CC(C)(C)OC(=O)N1CC(=O)C1.F[C@H]1CCNC1. (4) Given the product COc1cnc2ccc(=O)n(CCN3CCC(NCc4cnc(OC)c(F)c4)CC3)c2c1, predict the reactants needed to synthesize it. The reactants are: COc1cnc2ccc(=O)n(CCN3CCC(N)CC3)c2c1.COc1ncc(C=O)cc1F. (5) Given the product COc1ncccc1OC(C)C, predict the reactants needed to synthesize it. The reactants are: CC(C)Oc1cccnc1Cl.CO. (6) Given the product CCCOc1c(C(=O)OCC)oc2ccc([N+](=O)[O-])cc12, predict the reactants needed to synthesize it. The reactants are: CCCI.CCOC(=O)c1oc2ccc([N+](=O)[O-])cc2c1O.